This data is from NCI-60 drug combinations with 297,098 pairs across 59 cell lines. The task is: Regression. Given two drug SMILES strings and cell line genomic features, predict the synergy score measuring deviation from expected non-interaction effect. Drug 1: CC1=CC=C(C=C1)C2=CC(=NN2C3=CC=C(C=C3)S(=O)(=O)N)C(F)(F)F. Drug 2: C1CN1P(=S)(N2CC2)N3CC3. Cell line: UACC62. Synergy scores: CSS=25.3, Synergy_ZIP=-7.62, Synergy_Bliss=-2.35, Synergy_Loewe=-9.68, Synergy_HSA=-2.93.